Dataset: Forward reaction prediction with 1.9M reactions from USPTO patents (1976-2016). Task: Predict the product of the given reaction. (1) Given the reactants O[CH:2]([C:17]1[C:18]([CH3:23])=[N:19][CH:20]=[CH:21][CH:22]=1)[C:3]1[O:4][C:5]2[CH:11]=[CH:10][C:9]([CH2:12][C:13]([O:15][CH3:16])=[O:14])=[CH:8][C:6]=2[CH:7]=1.O=S(Cl)[Cl:26], predict the reaction product. The product is: [Cl:26][CH:2]([C:17]1[C:18]([CH3:23])=[N:19][CH:20]=[CH:21][CH:22]=1)[C:3]1[O:4][C:5]2[CH:11]=[CH:10][C:9]([CH2:12][C:13]([O:15][CH3:16])=[O:14])=[CH:8][C:6]=2[CH:7]=1. (2) Given the reactants [Cl:1][C:2]1[CH:20]=[C:19]([N+:21]([O-])=O)[CH:18]=[CH:17][C:3]=1[O:4][C:5]1[CH:6]=[C:7]([C:11](=[O:16])[C:12]([CH3:15])([CH3:14])[CH3:13])[CH:8]=[CH:9][CH:10]=1.[Cl-].[Ca+2].[Cl-].O, predict the reaction product. The product is: [NH2:21][C:19]1[CH:18]=[CH:17][C:3]([O:4][C:5]2[CH:6]=[C:7]([C:11](=[O:16])[C:12]([CH3:15])([CH3:14])[CH3:13])[CH:8]=[CH:9][CH:10]=2)=[C:2]([Cl:1])[CH:20]=1. (3) The product is: [F:31][C:22]1[CH:23]=[C:24]([S:27]([CH3:30])(=[O:29])=[O:28])[CH:25]=[CH:26][C:21]=1[O:20][C@H:17]1[CH2:18][CH2:19][N:15]([CH:12]2[CH2:13][CH2:14][N:9]([C:7]3[S:6][N:5]=[C:4]([C:41]4[O:45][CH:44]=[N:43][CH:42]=4)[N:8]=3)[CH2:10][CH2:11]2)[C:16]1=[O:32]. Given the reactants [F-].[Cs+].Br[C:4]1[N:8]=[C:7]([N:9]2[CH2:14][CH2:13][CH:12]([N:15]3[CH2:19][CH2:18][C@H:17]([O:20][C:21]4[CH:26]=[CH:25][C:24]([S:27]([CH3:30])(=[O:29])=[O:28])=[CH:23][C:22]=4[F:31])[C:16]3=[O:32])[CH2:11][CH2:10]2)[S:6][N:5]=1.CC1(C)C(C)(C)OB([C:41]2[O:45][CH:44]=[N:43][CH:42]=2)O1, predict the reaction product.